From a dataset of Full USPTO retrosynthesis dataset with 1.9M reactions from patents (1976-2016). Predict the reactants needed to synthesize the given product. (1) Given the product [C:15]([C:19]1[CH:24]=[C:23]([C:25]([CH3:28])([CH3:27])[CH3:26])[CH:22]=[CH:21][C:20]=1[NH:29][C:10](=[O:12])/[CH:9]=[N:31]/[OH:32])([CH3:18])([CH3:17])[CH3:16], predict the reactants needed to synthesize it. The reactants are: S([O-])([O-])(=O)=O.[Na+].[Na+].Cl[C:9](Cl)(Cl)[CH:10]([OH:12])O.[C:15]([C:19]1[CH:24]=[C:23]([C:25]([CH3:28])([CH3:27])[CH3:26])[CH:22]=[CH:21][C:20]=1[NH2:29])([CH3:18])([CH3:17])[CH3:16].Cl.[NH2:31][OH:32]. (2) The reactants are: C([C@H]1COC(=O)N1[C:14](=[O:30])[C@H:15]([CH3:29])[C@@H:16]([C:22]1[CH:27]=[CH:26][CH:25]=[C:24]([Br:28])[CH:23]=1)[O:17][Si:18]([CH3:21])([CH3:20])[CH3:19])C1C=CC=CC=1.[Li+].[BH4-].[NH4+].[Cl-].CC(OC)(C)C. Given the product [Br:28][C:24]1[CH:23]=[C:22]([C@@H:16]([O:17][Si:18]([CH3:20])([CH3:19])[CH3:21])[C@@H:15]([CH3:29])[CH2:14][OH:30])[CH:27]=[CH:26][CH:25]=1, predict the reactants needed to synthesize it.